Dataset: Full USPTO retrosynthesis dataset with 1.9M reactions from patents (1976-2016). Task: Predict the reactants needed to synthesize the given product. (1) The reactants are: [CH3:1][C:2]([OH:8])([CH3:7])[CH2:3][CH2:4][CH2:5][OH:6].C(N(CC)CC)C.C1(C)C=CC=CC=1.[CH:23]12[CH2:29][CH:26]([CH:27]=[CH:28]1)[CH2:25][CH:24]2[C:30](Cl)=[O:31]. Given the product [CH:23]12[CH2:29][CH:26]([CH:27]=[CH:28]1)[CH2:25][CH:24]2[C:30]([O:6][CH2:5][CH2:4][CH2:3][C:2]([OH:8])([CH3:7])[CH3:1])=[O:31], predict the reactants needed to synthesize it. (2) Given the product [Cl:33][C:19]1[CH:18]=[C:17]([NH:14][C:9]2[N:8]=[C:7]([C:6]3[N:2]([CH3:1])[C:3]([CH3:15])=[N:4][CH:5]=3)[C:12]([F:13])=[CH:11][N:10]=2)[CH:22]=[CH:21][C:20]=1[S:23]([N:26]1[CH2:27][CH2:28][N:29]([CH3:32])[CH2:30][CH2:31]1)(=[O:25])=[O:24], predict the reactants needed to synthesize it. The reactants are: [CH3:1][N:2]1[C:6]([C:7]2[C:12]([F:13])=[CH:11][N:10]=[C:9]([NH2:14])[N:8]=2)=[CH:5][N:4]=[C:3]1[CH3:15].Br[C:17]1[CH:22]=[CH:21][C:20]([S:23]([N:26]2[CH2:31][CH2:30][N:29]([CH3:32])[CH2:28][CH2:27]2)(=[O:25])=[O:24])=[C:19]([Cl:33])[CH:18]=1. (3) Given the product [F:6][C:7]1[C:8]([CH2:21][C:25](=[O:27])[CH3:26])=[C:9]([NH:13][C:14](=[O:20])[O:15][C:16]([CH3:17])([CH3:18])[CH3:19])[CH:10]=[CH:11][CH:12]=1, predict the reactants needed to synthesize it. The reactants are: C([Li])(CC)C.[F:6][C:7]1[C:8]([CH3:21])=[C:9]([NH:13][C:14](=[O:20])[O:15][C:16]([CH3:19])([CH3:18])[CH3:17])[CH:10]=[CH:11][CH:12]=1.CON(C)[C:25](=[O:27])[CH3:26].Cl. (4) Given the product [N:13]1[CH:12]=[CH:11][C:10]([C:8]2[NH:7][CH:6]=[C:5]([CH2:4][NH2:1])[N:9]=2)=[CH:15][CH:14]=1, predict the reactants needed to synthesize it. The reactants are: [N:1]([CH2:4][C:5]1[NH:9][C:8]([C:10]2[CH:15]=[CH:14][N:13]=[CH:12][CH:11]=2)=[N:7][CH:6]=1)=[N+]=[N-].C(Cl)Cl.CO. (5) Given the product [CH3:36][N:33]1[C:29]2=[N:30][CH:31]=[CH:32][C:27]([C:2]#[C:1][C:3]3[N:7]4[N:8]=[C:9]([C:12]5[CH:13]=[CH:14][C:15]([C:18]([N:20]6[CH2:21][CH2:22][O:23][CH2:24][CH2:25]6)=[O:19])=[CH:16][CH:17]=5)[CH:10]=[CH:11][C:6]4=[N:5][CH:4]=3)=[C:28]2[CH:35]=[CH:34]1, predict the reactants needed to synthesize it. The reactants are: [C:1]([C:3]1[N:7]2[N:8]=[C:9]([C:12]3[CH:17]=[CH:16][C:15]([C:18]([N:20]4[CH2:25][CH2:24][O:23][CH2:22][CH2:21]4)=[O:19])=[CH:14][CH:13]=3)[CH:10]=[CH:11][C:6]2=[N:5][CH:4]=1)#[CH:2].Br[C:27]1[CH:32]=[CH:31][N:30]=[C:29]2[N:33]([CH3:36])[CH:34]=[CH:35][C:28]=12. (6) Given the product [CH3:1][C@H:2]([NH:6][C:7]1[C:12]([C:13]([NH:38][CH2:37][CH:36]([CH2:39][CH3:40])[CH2:34][CH3:35])=[O:15])=[CH:11][N:10]=[C:9]2[N:16]([CH2:19][CH3:20])[N:17]=[CH:18][C:8]=12)[CH:3]([CH3:4])[CH3:5], predict the reactants needed to synthesize it. The reactants are: [CH3:1][C@H:2]([NH:6][C:7]1[C:12]([C:13]([OH:15])=O)=[CH:11][N:10]=[C:9]2[N:16]([CH2:19][CH3:20])[N:17]=[CH:18][C:8]=12)[CH:3]([CH3:5])[CH3:4].C(Cl)CCl.CCN(C(C)C)C(C)C.[CH2:34]([CH:36]([CH2:39][CH3:40])[CH2:37][NH2:38])[CH3:35].